The task is: Predict the product of the given reaction.. This data is from Forward reaction prediction with 1.9M reactions from USPTO patents (1976-2016). (1) Given the reactants Br[C:2]1[CH:12]=[CH:11][C:5]2[N:6]([CH3:10])[CH2:7][CH2:8][O:9][C:4]=2[CH:3]=1.C([Li])CCC.CCCCCC.[CH2:24]([O:26][C:27]1[CH:28]=[C:29]([CH:36]=[CH:37][C:38]=1[O:39][CH3:40])[C:30](N(OC)C)=[O:31])[CH3:25], predict the reaction product. The product is: [CH2:24]([O:26][C:27]1[CH:28]=[C:29]([C:30]([C:2]2[CH:12]=[CH:11][C:5]3[N:6]([CH3:10])[CH2:7][CH2:8][O:9][C:4]=3[CH:3]=2)=[O:31])[CH:36]=[CH:37][C:38]=1[O:39][CH3:40])[CH3:25]. (2) Given the reactants Br[C:2]1[C:3]2[N:4]([CH:9]=[CH:10][N:11]=2)[N:5]=[C:6]([Cl:8])[CH:7]=1.[CH:12]([N:15]1[CH2:20][CH2:19][N:18]([C:21]2[CH:22]=[CH:23][C:24]([NH2:27])=[N:25][CH:26]=2)[CH2:17][CH2:16]1)([CH3:14])[CH3:13].[H-].[Na+], predict the reaction product. The product is: [Cl:8][C:6]1[CH:7]=[C:2]([NH:27][C:24]2[CH:23]=[CH:22][C:21]([N:18]3[CH2:19][CH2:20][N:15]([CH:12]([CH3:14])[CH3:13])[CH2:16][CH2:17]3)=[CH:26][N:25]=2)[C:3]2[N:4]([CH:9]=[CH:10][N:11]=2)[N:5]=1.